This data is from Full USPTO retrosynthesis dataset with 1.9M reactions from patents (1976-2016). The task is: Predict the reactants needed to synthesize the given product. Given the product [Cl:1][C:2]1[CH:3]=[CH:4][C:5]([OH:11])=[C:6]([C:13]2[CH:18]=[CH:17][N:16]=[C:15]([C:19]#[N:20])[CH:14]=2)[CH:7]=1, predict the reactants needed to synthesize it. The reactants are: [Cl:1][C:2]1[CH:3]=[CH:4][C:5]([OH:11])=[C:6](B(O)O)[CH:7]=1.Cl[C:13]1[CH:18]=[CH:17][N:16]=[C:15]([C:19]#[N:20])[CH:14]=1.C(=O)([O-])[O-].[Na+].[Na+].Cl.